This data is from Forward reaction prediction with 1.9M reactions from USPTO patents (1976-2016). The task is: Predict the product of the given reaction. Given the reactants [OH-].[K+].[CH3:3]C1C=CC(S(N(N=O)C)(=O)=O)=CC=1.C(O)CO.CCOCC.[NH:26]1[C:30]2[CH:31]=[C:32]([N:35]3[CH:39]([C:40]4[CH:45]=[CH:44][CH:43]=[C:42]([F:46])[C:41]=4[F:47])[C:38]([CH2:48][CH2:49][CH3:50])=[C:37]([OH:51])[C:36]3=[O:52])[CH:33]=[CH:34][C:29]=2[N:28]=[CH:27]1, predict the reaction product. The product is: [NH:26]1[C:30]2[CH:31]=[C:32]([N:35]3[CH:39]([C:40]4[CH:45]=[CH:44][CH:43]=[C:42]([F:46])[C:41]=4[F:47])[C:38]([CH2:48][CH2:49][CH3:50])=[C:37]([O:51][CH3:3])[C:36]3=[O:52])[CH:33]=[CH:34][C:29]=2[N:28]=[CH:27]1.